From a dataset of Forward reaction prediction with 1.9M reactions from USPTO patents (1976-2016). Predict the product of the given reaction. (1) Given the reactants C(=O)(OCC)[O:2][C:3]1[CH:8]=[CH:7][C:6]([S:9]([N:12]2[C:21]3[C:16](=[CH:17][CH:18]=[C:19]([F:22])[CH:20]=3)[N:15]3[C:23]([C:26]#[N:27])=[CH:24][CH:25]=[C:14]3[CH:13]2[CH2:28][CH3:29])(=[O:11])=[O:10])=[CH:5][CH:4]=1.[OH-:34].[Na+], predict the reaction product. The product is: [CH2:28]([CH:13]1[N:12]([S:9]([C:6]2[CH:5]=[CH:4][C:3]([OH:2])=[CH:8][CH:7]=2)(=[O:11])=[O:10])[C:21]2[C:16](=[CH:17][CH:18]=[C:19]([F:22])[CH:20]=2)[N:15]2[C:23]([C:26]([NH2:27])=[O:34])=[CH:24][CH:25]=[C:14]12)[CH3:29]. (2) Given the reactants [CH2:1]([N:4]1[C:12](=[O:13])[C:11]2[C:6](=[CH:7][CH:8]=[CH:9][CH:10]=2)[C:5]1=[O:14])[CH:2]=[CH2:3].B1C2CCCC1CCC2.C([O-])([O-])=O.[K+].[K+].[CH3:30][C:31]1[S:32][C:33]2[CH:39]=[C:38](Br)[CH:37]=[CH:36][C:34]=2[N:35]=1, predict the reaction product. The product is: [CH3:30][C:31]1[S:32][C:33]2[CH:39]=[CH:38][C:37]([CH2:3][CH2:2][CH2:1][N:4]3[C:12](=[O:13])[C:11]4[C:6](=[CH:7][CH:8]=[CH:9][CH:10]=4)[C:5]3=[O:14])=[CH:36][C:34]=2[N:35]=1. (3) Given the reactants [F:1][C:2]1[CH:7]=[CH:6][C:5]([C:8]#[C:9][C:10]2[CH:15]=[CH:14][N:13]=[C:12]([NH:16][C:17]([NH2:19])=[O:18])[CH:11]=2)=[C:4]([CH3:20])[CH:3]=1.[H][H], predict the reaction product. The product is: [F:1][C:2]1[CH:7]=[CH:6][C:5]([CH2:8][CH2:9][C:10]2[CH:15]=[CH:14][N:13]=[C:12]([NH:16][C:17]([NH2:19])=[O:18])[CH:11]=2)=[C:4]([CH3:20])[CH:3]=1. (4) Given the reactants [O-:1][CH2:2][CH3:3].[Na+].[F:5][C:6]1[CH:11]=[CH:10][CH:9]=[C:8]([F:12])[C:7]=1[CH2:13][C:14]#[N:15].O, predict the reaction product. The product is: [C:2]([CH:13]([C:7]1[C:8]([F:12])=[CH:9][CH:10]=[CH:11][C:6]=1[F:5])[C:14]#[N:15])(=[O:1])[CH3:3]. (5) Given the reactants [NH2:1][C:2]1[CH:7]=[CH:6][C:5]([CH2:8][CH2:9][NH2:10])=[CH:4][CH:3]=1.C[Si]([N-][Si](C)(C)C)(C)C.[Na+].[CH2:21]1[O:29][C@H:22]1[C:23]1[CH:28]=[CH:27][CH:26]=[CH:25][CH:24]=1.Cl.C(OC(C)C)(=O)C.[OH-].[Na+], predict the reaction product. The product is: [NH2:10][CH2:9][CH2:8][C:5]1[CH:6]=[CH:7][C:2]([NH:1][CH2:21][C@H:22]([C:23]2[CH:28]=[CH:27][CH:26]=[CH:25][CH:24]=2)[OH:29])=[CH:3][CH:4]=1. (6) The product is: [C:17]([NH:16][CH2:15][CH:5]([C:4](=[O:11])[C:3]([F:12])([F:13])[F:2])[C:6]([O:8][CH2:9][CH3:10])=[O:7])(=[O:24])[C:18]1[CH:23]=[CH:22][CH:21]=[CH:20][CH:19]=1. Given the reactants [Na].[F:2][C:3]([F:13])([F:12])[C:4](=[O:11])[CH2:5][C:6]([O:8][CH2:9][CH3:10])=[O:7].Cl[CH2:15][NH:16][C:17](=[O:24])[C:18]1[CH:23]=[CH:22][CH:21]=[CH:20][CH:19]=1, predict the reaction product.